Predict the reaction yield, written as a fraction of the theoretical maximum amount of product (1.0 means a 100% yield; for example, 0.34 means a 34% yield). From a dataset of Reaction yield outcomes from USPTO patents with 853,638 reactions. (1) The reactants are Cl[C:2]1[CH:11]=[C:10]([C:12]#[N:13])[C:5]([C:6]([O:8][CH3:9])=[O:7])=[C:4]([NH:14][C:15]2[CH:20]=[CH:19][C:18]([F:21])=[C:17]([CH3:22])[CH:16]=2)[N:3]=1.CCN(CC)CC.[NH2:30][C@@H:31]1[CH2:36][CH2:35][CH2:34][CH2:33][C@@H:32]1[NH:37][C:38](=[O:44])[O:39][C:40]([CH3:43])([CH3:42])[CH3:41].O. The catalyst is C1COCC1.CCOC(C)=O. The product is [C:40]([O:39][C:38]([NH:37][C@H:32]1[CH2:33][CH2:34][CH2:35][CH2:36][C@H:31]1[NH:30][C:2]1[CH:11]=[C:10]([C:12]#[N:13])[C:5]([C:6]([O:8][CH3:9])=[O:7])=[C:4]([NH:14][C:15]2[CH:20]=[CH:19][C:18]([F:21])=[C:17]([CH3:22])[CH:16]=2)[N:3]=1)=[O:44])([CH3:43])([CH3:41])[CH3:42]. The yield is 0.124. (2) The reactants are [O:1]1[CH2:6][CH2:5][N:4]([C:7]2[N:12]=[C:11]([N:13]3[CH2:18][CH2:17][O:16][CH2:15][CH2:14]3)[N:10]=[C:9]([C:19]3[CH:24]=[CH:23][C:22]([NH:25][C:26](=[O:37])[NH:27][C:28]4[CH:36]=[CH:35][C:31]([C:32](O)=[O:33])=[CH:30][CH:29]=4)=[CH:21][CH:20]=3)[N:8]=2)[CH2:3][CH2:2]1.CCN(C(C)C)C(C)C.CN(C(ON1N=NC2C=CC=CC1=2)=[N+](C)C)C.F[P-](F)(F)(F)(F)F.[NH:71]1[CH2:76][CH2:75][NH:74][CH2:73][CH2:72]1. The catalyst is CN1C(=O)CCC1. The product is [O:1]1[CH2:6][CH2:5][N:4]([C:7]2[N:12]=[C:11]([N:13]3[CH2:14][CH2:15][O:16][CH2:17][CH2:18]3)[N:10]=[C:9]([C:19]3[CH:20]=[CH:21][C:22]([NH:25][C:26]([NH:27][C:28]4[CH:36]=[CH:35][C:31]([C:32]([N:71]5[CH2:76][CH2:75][NH:74][CH2:73][CH2:72]5)=[O:33])=[CH:30][CH:29]=4)=[O:37])=[CH:23][CH:24]=3)[N:8]=2)[CH2:3][CH2:2]1. The yield is 0.300. (3) The reactants are [CH3:1][N:2]([CH3:20])[C:3]1[CH:8]=[CH:7][C:6]([C:9]2[C:17]3[C:12](=[CH:13][CH:14]=[C:15]([C:18]#[N:19])[CH:16]=3)[NH:11][N:10]=2)=[CH:5][CH:4]=1.[OH-:21].[Na+]. The catalyst is Cl. The product is [CH3:1][N:2]([CH3:20])[C:3]1[CH:4]=[CH:5][C:6]([C:9]2[C:17]3[C:12](=[CH:13][CH:14]=[C:15]([C:18]([NH2:19])=[O:21])[CH:16]=3)[NH:11][N:10]=2)=[CH:7][CH:8]=1. The yield is 0.521. (4) The reactants are [NH2:1][C:2]1[CH:16]=[CH:15][C:5]([O:6][C:7]2[CH:12]=[CH:11][N:10]=[C:9]([C:13]#[N:14])[CH:8]=2)=[CH:4][CH:3]=1.[Cl:17][C:18]1[CH:23]=[C:22](Cl)[N:21]=[C:20]([NH2:25])[N:19]=1.O. The catalyst is CC(O)C. The product is [NH2:25][C:20]1[N:21]=[C:22]([NH:1][C:2]2[CH:16]=[CH:15][C:5]([O:6][C:7]3[CH:12]=[CH:11][N:10]=[C:9]([C:13]#[N:14])[CH:8]=3)=[CH:4][CH:3]=2)[CH:23]=[C:18]([Cl:17])[N:19]=1. The yield is 0.750. (5) The reactants are [CH3:1][S:2]([C:5]1[CH:10]=[CH:9][C:8]([C:11]2([C@@H:23]([CH3:27])[C:24]([NH2:26])=[O:25])[C:16]([CH:17]3[CH2:21][CH2:20][CH2:19][CH2:18]3)=[N:15][C:14](Br)=[CH:13][NH:12]2)=[CH:7][CH:6]=1)(=[O:4])=[O:3].[C-:28]#[N:29].[K+].C1OCCOCCOCCOCCOCCOC1. The catalyst is CN(C)C=O.[Cu]I.C1C=CC([P]([Pd]([P](C2C=CC=CC=2)(C2C=CC=CC=2)C2C=CC=CC=2)([P](C2C=CC=CC=2)(C2C=CC=CC=2)C2C=CC=CC=2)[P](C2C=CC=CC=2)(C2C=CC=CC=2)C2C=CC=CC=2)(C2C=CC=CC=2)C2C=CC=CC=2)=CC=1. The product is [CH3:1][S:2]([C:5]1[CH:10]=[CH:9][C:8]([C:11]2([C@@H:23]([CH3:27])[C:24]([NH2:26])=[O:25])[C:16]([CH:17]3[CH2:21][CH2:20][CH2:19][CH2:18]3)=[N:15][C:14]([C:28]#[N:29])=[CH:13][NH:12]2)=[CH:7][CH:6]=1)(=[O:4])=[O:3]. The yield is 0.830. (6) The reactants are [CH3:1][N:2]1[C:8](=[O:9])[C:7]2[CH:10]=[CH:11][CH:12]=[CH:13][C:6]=2[S:5][C:4]2[CH:14]=[CH:15][C:16]([C:18]([O:20]C)=[O:19])=[CH:17][C:3]1=2.[Li+].[OH-].Cl. The catalyst is C1COCC1.CO.O. The product is [CH3:1][N:2]1[C:8](=[O:9])[C:7]2[CH:10]=[CH:11][CH:12]=[CH:13][C:6]=2[S:5][C:4]2[CH:14]=[CH:15][C:16]([C:18]([OH:20])=[O:19])=[CH:17][C:3]1=2. The yield is 0.980. (7) The reactants are [CH:1]1([N:4]2[CH2:9][CH2:8][N:7]3[N:10]=[C:11]([N+:13]([O-])=O)[CH:12]=[C:6]3[CH2:5]2)[CH2:3][CH2:2]1.[NH4+].[Cl-]. The catalyst is C(O)C.O.[Fe]. The product is [CH:1]1([N:4]2[CH2:9][CH2:8][N:7]3[N:10]=[C:11]([NH2:13])[CH:12]=[C:6]3[CH2:5]2)[CH2:3][CH2:2]1. The yield is 0.750. (8) The reactants are Br[C:2]1[CH:3]=[C:4]2[C:9](=[CH:10][CH:11]=1)[N:8]=[CH:7][C:6]([C:12]([O:14][CH2:15][CH3:16])=[O:13])=[C:5]2[NH:17][C:18]1[CH:23]=[CH:22][C:21]([O:24][CH3:25])=[CH:20][CH:19]=1.[B-](F)(F)(F)F.CC([PH+](C(C)(C)C)C(C)(C)C)(C)C.CN.C1CCN2[C:49](=[N:50][CH2:51]CC2)CC1.C1C[O:60]CC1. The catalyst is CC1C(P(C2C([CH2-])=CC=CC=2)C2C(C)=CC=CC=2)=CC=CC=1.CC1C(P(C2C([CH2-])=CC=CC=2)C2C(C)=CC=CC=2)=CC=CC=1.CC(O)=O.CC(O)=O.[Pd].[Pd]. The product is [CH3:25][O:24][C:21]1[CH:22]=[CH:23][C:18]([NH:17][C:5]2[C:4]3[C:9](=[CH:10][CH:11]=[C:2]([C:51](=[O:60])[NH:50][CH3:49])[CH:3]=3)[N:8]=[CH:7][C:6]=2[C:12]([O:14][CH2:15][CH3:16])=[O:13])=[CH:19][CH:20]=1. The yield is 0.710. (9) The reactants are [F:1][C:2]1[CH:3]=[C:4]([C:8](=O)[CH2:9][C:10](=O)[C:11]([F:14])([F:13])[F:12])[CH:5]=[CH:6][CH:7]=1.[NH2:17][C:18]1[C:22]([C:23]#[N:24])=[CH:21][NH:20][N:19]=1. No catalyst specified. The product is [F:1][C:2]1[CH:3]=[C:4]([C:8]2[CH:9]=[C:10]([C:11]([F:14])([F:13])[F:12])[N:19]3[N:20]=[CH:21][C:22]([C:23]#[N:24])=[C:18]3[N:17]=2)[CH:5]=[CH:6][CH:7]=1. The yield is 0.460.